This data is from Choline transporter screen with 302,306 compounds. The task is: Binary Classification. Given a drug SMILES string, predict its activity (active/inactive) in a high-throughput screening assay against a specified biological target. (1) The result is 0 (inactive). The molecule is Clc1cc(S(=O)(=O)CC=2NC(=O)NC(C2C(OC)=O)c2cc(OC)c(O)cc2)c(OC)cc1. (2) The compound is O=C(NCCCc1ccccc1)Cn1ncnc1. The result is 0 (inactive). (3) The drug is Clc1c(CSCC(=O)NN)ccc(Cl)c1. The result is 0 (inactive). (4) The drug is S(=O)(=O)(NCCc1cc(OC)c(OC)cc1)c1cc(sc1)C(=O)N. The result is 0 (inactive). (5) The compound is s1c(c2nn(cc2C)C(=O)NC)ccc1. The result is 0 (inactive).